Predict the reactants needed to synthesize the given product. From a dataset of Full USPTO retrosynthesis dataset with 1.9M reactions from patents (1976-2016). (1) Given the product [Cl:1][C:2]1[CH:10]=[C:9]2[C:5]([C:6]([C:11]([OH:25])=[O:12])=[CH:7][NH:8]2)=[CH:4][C:3]=1[C:13]1[CH:14]=[CH:15][CH:16]=[CH:17][CH:18]=1, predict the reactants needed to synthesize it. The reactants are: [Cl:1][C:2]1[CH:10]=[C:9]2[C:5]([C:6]([CH:11]=[O:12])=[CH:7][NH:8]2)=[CH:4][C:3]=1[C:13]1[CH:18]=[CH:17][CH:16]=[CH:15][CH:14]=1.CC(=CC)C.Cl([O-])=[O:25].[Na+].O.OP([O-])(O)=O.[Na+]. (2) Given the product [CH3:16][C:13]1[CH:14]=[C:15]2[C:10](=[CH:11][CH:12]=1)[NH:9][CH:8]=[C:7]2[C:5]([O:6][CH3:19])=[O:1], predict the reactants needed to synthesize it. The reactants are: [OH-:1].[Na+].ClC(Cl)(Cl)[C:5]([C:7]1[C:15]2[C:10](=[CH:11][CH:12]=[C:13]([CH3:16])[CH:14]=2)[NH:9][CH:8]=1)=[O:6].[CH3:19][O-].[Na+]. (3) Given the product [C:12]([C:16]1[CH:17]=[CH:18][C:19]([OH:24])=[C:20]([C:21]2[NH:1][N:2]=[C:3]([C:5]3[CH:10]=[CH:9][CH:8]=[C:7]([CH3:11])[N:6]=3)[N:4]=2)[CH:23]=1)([CH3:15])([CH3:14])[CH3:13], predict the reactants needed to synthesize it. The reactants are: [NH2:1][NH:2][C:3]([C:5]1[CH:10]=[CH:9][CH:8]=[C:7]([CH3:11])[N:6]=1)=[NH:4].[C:12]([C:16]1[CH:17]=[CH:18][C:19]([OH:24])=[C:20]([CH:23]=1)[CH:21]=O)([CH3:15])([CH3:14])[CH3:13]. (4) Given the product [S:27]1[C:28]2[CH:33]=[CH:32][CH:31]=[CH:30][C:29]=2[C:25]([CH2:24][N:9]2[C:8]([C:6]3[N:7]=[C:3]([NH:2][C:35](=[O:37])[CH3:36])[S:4][C:5]=3[CH3:34])=[C:16]3[C:11]([N:12]([CH2:20][CH:21]([CH3:23])[CH3:22])[C:13](=[O:19])[N:14]([CH3:18])[C:15]3=[O:17])=[N:10]2)=[CH:26]1, predict the reactants needed to synthesize it. The reactants are: Cl.[NH2:2][C:3]1[S:4][C:5]([CH3:34])=[C:6]([C:8]2[N:9]([CH2:24][C:25]3[C:29]4[CH:30]=[CH:31][CH:32]=[CH:33][C:28]=4[S:27][CH:26]=3)[N:10]=[C:11]3[C:16]=2[C:15](=[O:17])[N:14]([CH3:18])[C:13](=[O:19])[N:12]3[CH2:20][CH:21]([CH3:23])[CH3:22])[N:7]=1.[C:35](Cl)(=[O:37])[CH3:36].C(=O)([O-])[O-].[K+].[K+]. (5) Given the product [Br:27][C:13]1[N:12]=[C:11]([C:9]([C:3]2[C:4]([Cl:8])=[CH:5][CH:6]=[CH:7][C:2]=2[Cl:1])=[O:10])[N:15]2[CH:16]=[CH:17][CH:18]=[CH:19][C:14]=12, predict the reactants needed to synthesize it. The reactants are: [Cl:1][C:2]1[CH:7]=[CH:6][CH:5]=[C:4]([Cl:8])[C:3]=1[C:9]([C:11]1[N:15]2[CH:16]=[CH:17][CH:18]=[CH:19][C:14]2=[CH:13][N:12]=1)=[O:10].C1C(=O)N([Br:27])C(=O)C1.